From a dataset of Catalyst prediction with 721,799 reactions and 888 catalyst types from USPTO. Predict which catalyst facilitates the given reaction. (1) Reactant: [Cl:1][C:2]1[CH:3]=[C:4]([CH:8]=[C:9]([I:13])[C:10]=1[O:11][CH3:12])[C:5](O)=[O:6].C1(C)C=CC=CC=1.S(Cl)([Cl:23])=O. Product: [Cl:1][C:2]1[CH:3]=[C:4]([CH:8]=[C:9]([I:13])[C:10]=1[O:11][CH3:12])[C:5]([Cl:23])=[O:6]. The catalyst class is: 9. (2) Reactant: [Cl:1][C:2]1[C:3](=[O:29])[N:4]([C:18]2[CH:23]=[C:22]([C:24](=O)[C:25]#[CH:26])[CH:21]=[CH:20][C:19]=2[CH3:28])[C:5]([CH3:17])=[N:6][C:7]=1[O:8][CH2:9][C:10]1[CH:15]=[CH:14][C:13]([F:16])=[CH:12][CH:11]=1.Cl.[OH:31][C:32]([CH3:37])([CH3:36])[C:33]([NH2:35])=[NH:34].C(=O)([O-])[O-].[K+].[K+]. Product: [Cl:1][C:2]1[C:3](=[O:29])[N:4]([C:18]2[CH:23]=[C:22]([C:24]3[CH:25]=[CH:26][N:35]=[C:33]([C:32]([OH:31])([CH3:37])[CH3:36])[N:34]=3)[CH:21]=[CH:20][C:19]=2[CH3:28])[C:5]([CH3:17])=[N:6][C:7]=1[O:8][CH2:9][C:10]1[CH:15]=[CH:14][C:13]([F:16])=[CH:12][CH:11]=1. The catalyst class is: 10. (3) Reactant: [CH3:1][C:2]1[CH:11]=[C:10]([C:12]([O:14][CH3:15])=[O:13])[C:9]([N+:16]([O-])=O)=[CH:8][C:3]=1[C:4]([O:6][CH3:7])=[O:5]. Product: [NH2:16][C:9]1[CH:8]=[C:3]([C:4]([O:6][CH3:7])=[O:5])[C:2]([CH3:1])=[CH:11][C:10]=1[C:12]([O:14][CH3:15])=[O:13]. The catalyst class is: 19. (4) Reactant: [Cl:1][C:2]1[S:6][C:5]([C:7]([NH:9][CH2:10][C@H:11]([NH:15][S:16]([C:19]2[CH:24]=[C:23]([F:25])[CH:22]=[C:21]([N:26]3[CH2:31][CH2:30][O:29][CH2:28][C:27]3=[O:32])[C:20]=2[O:33][CH3:34])(=[O:18])=[O:17])[C:12](O)=[O:13])=[O:8])=[CH:4][CH:3]=1.[NH:35]1[CH2:41][CH2:40][CH2:39][CH2:38][CH2:37][CH2:36]1. Product: [N:35]1([C:12](=[O:13])[C@@H:11]([NH:15][S:16]([C:19]2[CH:24]=[C:23]([F:25])[CH:22]=[C:21]([N:26]3[CH2:31][CH2:30][O:29][CH2:28][C:27]3=[O:32])[C:20]=2[O:33][CH3:34])(=[O:18])=[O:17])[CH2:10][NH:9][C:7]([C:5]2[S:6][C:2]([Cl:1])=[CH:3][CH:4]=2)=[O:8])[CH2:41][CH2:40][CH2:39][CH2:38][CH2:37][CH2:36]1. The catalyst class is: 3. (5) Reactant: [CH3:1]C1C([N+]([O-])=O)=CC([N+]([O-])=O)=CC=1[N+]([O-])=O.[N+:17]([C:20]1C=C(CO)[CH:23]=[C:24]([CH2:26][OH:27])[CH:25]=1)([O-:19])=[O:18].C(O[SiH]([O:37][CH2:38][CH3:39])OCC)C. Product: [N+:17]([C:20]1[CH:25]=[C:24]([CH3:23])[C:26]([OH:27])=[C:39]([CH3:1])[C:38]=1[OH:37])([O-:19])=[O:18]. The catalyst class is: 1.